This data is from Forward reaction prediction with 1.9M reactions from USPTO patents (1976-2016). The task is: Predict the product of the given reaction. (1) The product is: [N:1]1([C:5]([C:7]2[CH:12]=[CH:11][C:10]([O:13][C:14]3[CH:15]=[C:16]([CH:26]=[C:27]([O:29][C@@H:30]([CH3:36])[CH2:31][O:32][CH:33]([F:34])[F:35])[CH:28]=3)[C:17]([NH:19][C:20]3[CH:24]=[CH:23][N:22]([CH3:25])[N:21]=3)=[O:18])=[CH:9][CH:8]=2)=[O:6])[CH2:2][CH2:3][CH2:4]1. Given the reactants [N:1]1([C:5]([C:7]2[CH:12]=[CH:11][C:10]([O:13][C:14]3[CH:15]=[C:16]([CH:26]=[C:27]([O:29][C@@H:30]([CH3:36])[CH2:31][O:32][CH:33]([F:35])[F:34])[CH:28]=3)[C:17]([NH:19][C:20]3[CH:24]=[CH:23][N:22]([CH3:25])[N:21]=3)=[O:18])=[C:9](Cl)[CH:8]=2)=[O:6])[CH2:4][CH2:3][CH2:2]1.C(N(CC)CC)C, predict the reaction product. (2) The product is: [F:1][C:2]1[CH:14]=[CH:13][C:5]([C:6]([O:8][C:9]([CH3:11])([CH3:12])[CH3:10])=[O:7])=[CH:4][C:3]=1[CH2:15][NH:16][CH2:17][C:33](=[O:34])[C@@H:29]([CH2:30][CH2:31][CH3:32])[NH:28][C:26]([O:25][CH2:18][C:19]1[CH:24]=[CH:23][CH:22]=[CH:21][CH:20]=1)=[O:27]. Given the reactants [F:1][C:2]1[CH:14]=[CH:13][C:5]([C:6]([O:8][C:9]([CH3:12])([CH3:11])[CH3:10])=[O:7])=[CH:4][C:3]=1[CH2:15][NH:16][CH3:17].[CH2:18]([O:25][C:26]([NH:28][C@@H:29]([C:33](O)=[O:34])[CH2:30][CH2:31][CH3:32])=[O:27])[C:19]1[CH:24]=[CH:23][CH:22]=[CH:21][CH:20]=1.C1C=CC2N(O)N=NC=2C=1.O.CCN(CC)CC.CCN=C=NCCCN(C)C.Cl, predict the reaction product. (3) Given the reactants [Br:1][C:2]1[CH:7]=[CH:6][N:5]=[C:4]([CH:8]=O)[CH:3]=1.[N:10]1([C:16]([O:18][C:19]([CH3:22])([CH3:21])[CH3:20])=[O:17])[CH2:15][CH2:14][NH:13][CH2:12][CH2:11]1.ClCCl.C(O[BH-](OC(=O)C)OC(=O)C)(=O)C.[Na+], predict the reaction product. The product is: [Br:1][C:2]1[CH:7]=[CH:6][N:5]=[C:4]([CH2:8][N:13]2[CH2:12][CH2:11][N:10]([C:16]([O:18][C:19]([CH3:22])([CH3:21])[CH3:20])=[O:17])[CH2:15][CH2:14]2)[CH:3]=1. (4) Given the reactants [OH-:1].[Ce+3:2].[OH-].[OH-].[OH-].[Pr+3:6].[OH-].[OH-].[OH-].[Nd+3:10].[OH-].[OH-].[Pd:13].[Pd].[N+]([O-])([O-])=[O:16].[OH-].[Pd].[OH-].[H][H], predict the reaction product. The product is: [Pd:13].[O-2:16].[Ce+3:2].[O-2:1].[O-2:16].[Ce+3:2].[O-2:16].[Pr+3:6].[O-2:16].[O-2:16].[Pr+3:6].[O-2:16].[Nd+3:10].[O-2:16].[O-2:16].[Nd+3:10]. (5) Given the reactants [C:1]([S:5][CH2:6][C@@:7]1([CH3:14])[NH:11][C:10](=[O:12])[NH:9][C:8]1=[O:13])([CH3:4])([CH3:3])[CH3:2].CO.S(=O)(=O)(O)[OH:18].C(O)(C)C.OO.O, predict the reaction product. The product is: [C:1]([S:5]([CH2:6][C@@:7]1([CH3:14])[NH:11][C:10](=[O:12])[NH:9][C:8]1=[O:13])=[O:18])([CH3:4])([CH3:2])[CH3:3]. (6) Given the reactants [Cl:1][C:2]([O:4][CH:5](Cl)[CH3:6])=O.CO[CH:10]1[C:16]2[CH:17]=CC=[CH:20][C:15]=2[CH2:14][CH2:13][N:12](C)[CH2:11]1, predict the reaction product. The product is: [ClH:1].[CH3:2][O:4][C:5]1[CH:6]=[CH:17][C:16]2[CH2:10][CH2:11][NH:12][CH2:13][CH2:14][C:15]=2[CH:20]=1.